This data is from Catalyst prediction with 721,799 reactions and 888 catalyst types from USPTO. The task is: Predict which catalyst facilitates the given reaction. (1) Reactant: [C:1]([C:3]1[CH:4]=[C:5]([CH:9]=[CH:10][C:11]=1[O:12][CH3:13])[C:6]([OH:8])=O)#[N:2].CN([C:17]([O:21][N:22]1N=NC2C=CC=N[C:23]1=2)=[N+](C)C)C.F[P-](F)(F)(F)(F)F.CONC. Product: [C:1]([C:3]1[CH:4]=[C:5]([CH:9]=[CH:10][C:11]=1[O:12][CH3:13])[C:6]([N:22]([O:21][CH3:17])[CH3:23])=[O:8])#[N:2]. The catalyst class is: 34. (2) Product: [CH2:16]([O:15][C:13]([NH:12][C:9]1[C:10](=[O:11])[N:5]([CH2:4][CH:3]=[O:2])[C:6]([C:23]2[CH:28]=[CH:27][CH:26]=[CH:25][CH:24]=2)=[N:7][CH:8]=1)=[O:14])[C:17]1[CH:18]=[CH:19][CH:20]=[CH:21][CH:22]=1. Reactant: C[O:2][CH:3](OC)[CH2:4][N:5]1[C:10](=[O:11])[C:9]([NH:12][C:13]([O:15][CH2:16][C:17]2[CH:22]=[CH:21][CH:20]=[CH:19][CH:18]=2)=[O:14])=[CH:8][N:7]=[C:6]1[C:23]1[CH:28]=[CH:27][CH:26]=[CH:25][CH:24]=1.Cl. The catalyst class is: 7. (3) Reactant: CS(O[CH2:6][C:7]1[O:11][N:10]=[C:9]([C:12]2[CH:17]=[CH:16][C:15]([CH3:18])=[C:14]([NH:19][C:20]([C:22]3[N:26]4[CH:27]=[CH:28][CH:29]=[CH:30][C:25]4=[N:24][CH:23]=3)=[O:21])[CH:13]=2)[N:8]=1)(=O)=O.CCN(C(C)C)C(C)C.[NH:40]1[CH2:45][CH2:44][O:43][CH2:42][CH2:41]1. Product: [CH3:18][C:15]1[CH:16]=[CH:17][C:12]([C:9]2[N:8]=[C:7]([CH2:6][N:40]3[CH2:45][CH2:44][O:43][CH2:42][CH2:41]3)[O:11][N:10]=2)=[CH:13][C:14]=1[NH:19][C:20]([C:22]1[N:26]2[CH:27]=[CH:28][CH:29]=[CH:30][C:25]2=[N:24][CH:23]=1)=[O:21]. The catalyst class is: 3. (4) Reactant: [CH3:1][NH:2][N:3]=[CH:4][C:5](=[O:7])[CH3:6].[CH2:8]([C:10]1[CH:15]=[CH:14][C:13]([C:16](=O)[CH:17]=[O:18])=[CH:12][CH:11]=1)[CH3:9].C(Cl)(Cl)Cl.CCCCCC.C(OCC)(=O)C. Product: [CH2:8]([C:10]1[CH:15]=[CH:14][C:13]([C:16]2[N:2]([CH3:1])[N:3]=[C:4]([C:5](=[O:7])[CH3:6])[C:17]=2[OH:18])=[CH:12][CH:11]=1)[CH3:9]. The catalyst class is: 15. (5) Reactant: [O:1]=[C:2]1[N:6]([C:7]2[CH:8]=[CH:9][C:10]3[C:16](=[O:17])[CH2:15][CH2:14][CH2:13][CH2:12][C:11]=3[CH:18]=2)[CH2:5][C@H:4]([CH2:19][NH:20][C:21](=[O:23])[CH3:22])[O:3]1.[Li+].C[Si]([N-][Si](C)(C)C)(C)C.[C:34]1([C:40]2[S:41][CH:42]=[C:43]([C:45](Cl)=[O:46])[N:44]=2)[CH:39]=[CH:38][CH:37]=[CH:36][CH:35]=1. Product: [O:1]=[C:2]1[N:6]([C:7]2[CH:8]=[CH:9][C:10]3[C:16](=[O:17])[CH:15]([C:45]([C:43]4[N:44]=[C:40]([C:34]5[CH:35]=[CH:36][CH:37]=[CH:38][CH:39]=5)[S:41][CH:42]=4)=[O:46])[CH2:14][CH2:13][CH2:12][C:11]=3[CH:18]=2)[CH2:5][C@H:4]([CH2:19][NH:20][C:21](=[O:23])[CH3:22])[O:3]1. The catalyst class is: 1. (6) Reactant: [Cl:1][C:2]1[CH:7]=[CH:6][C:5]([C@H:8]([NH2:10])[CH3:9])=[CH:4][CH:3]=1.[CH:11]1[N:16]=[C:15](Cl)[C:14]2[N:18]=[CH:19][N:20]([C@@H:21]3[O:25][C@H:24]([CH2:26][OH:27])[C@@H:23]([OH:28])[C@H:22]3[OH:29])[C:13]=2[N:12]=1. Product: [Cl:1][C:2]1[CH:7]=[CH:6][C:5]([C@H:8]([NH:10][C:15]2[C:14]3[N:18]=[CH:19][N:20]([C:13]=3[N:12]=[CH:11][N:16]=2)[C@@H:21]2[O:25][C@H:24]([CH2:26][OH:27])[C@@H:23]([OH:28])[C@H:22]2[OH:29])[CH3:9])=[CH:4][CH:3]=1. The catalyst class is: 14. (7) Reactant: [Cl:1][C:2]1[N:10]=[C:9]2[C:5]([N:6]=[C:7]([CH2:12][CH:13]=O)[N:8]2[CH3:11])=[C:4]([N:15]2[CH2:20][CH2:19][O:18][CH2:17][CH2:16]2)[N:3]=1.[NH:21]1[CH2:26][CH2:25][CH:24]([C:27]([OH:30])([CH3:29])[CH3:28])[CH2:23][CH2:22]1.C(OC)(OC)OC.C(O)(=O)C.C(O[BH-](OC(=O)C)OC(=O)C)(=O)C.[Na+]. The catalyst class is: 26. Product: [Cl:1][C:2]1[N:10]=[C:9]2[C:5]([N:6]=[C:7]([CH2:12][CH2:13][N:21]3[CH2:26][CH2:25][CH:24]([C:27]([OH:30])([CH3:29])[CH3:28])[CH2:23][CH2:22]3)[N:8]2[CH3:11])=[C:4]([N:15]2[CH2:20][CH2:19][O:18][CH2:17][CH2:16]2)[N:3]=1.